From a dataset of Catalyst prediction with 721,799 reactions and 888 catalyst types from USPTO. Predict which catalyst facilitates the given reaction. (1) Product: [N:38]1[CH:39]=[CH:40][CH:41]=[CH:42][C:37]=1[CH2:36][NH:26][CH2:27][C:28]1[CH:29]=[CH:30][C:31]([CH2:34][NH:35][CH:8]2[CH2:7][CH2:6][C:5]3[C:10](=[CH:11][CH:12]=[C:3]([O:2][CH3:1])[CH:4]=3)[CH2:9]2)=[CH:32][CH:33]=1. The catalyst class is: 130. Reactant: [CH3:1][O:2][C:3]1[CH:4]=[C:5]2[C:10](=[CH:11][CH:12]=1)[CH2:9][C:8](=O)[CH2:7][CH2:6]2.[N+](C1C=CC=CC=1S([N:26]([CH2:36][C:37]1[CH:42]=[CH:41][CH:40]=[CH:39][N:38]=1)[CH2:27][C:28]1[CH:33]=[CH:32][C:31]([CH2:34][NH2:35])=[CH:30][CH:29]=1)(=O)=O)([O-])=O.[BH3-]C#N.[Na+].C(OC)(OC)OC. (2) Reactant: [CH3:1][C:2]1[C:25]([CH3:26])=[CH:24][CH:23]=[CH:22][C:3]=1[O:4][CH2:5][CH2:6][CH2:7][C:8]([N:10]1[C:19]2[CH:18]=[CH:17][CH:16]=[C:15]([C:20]#[N:21])[C:14]=2[CH2:13][CH2:12][CH2:11]1)=[O:9].C([Sn](CCCC)=O)CCC.[Si]([N:41]=[N+:42]=[N-:43])(C)(C)C. Product: [NH:41]1[C:20]([C:15]2[CH:16]=[CH:17][CH:18]=[C:19]3[C:14]=2[CH2:13][CH2:12][CH2:11][N:10]3[C:8](=[O:9])[CH2:7][CH2:6][CH2:5][O:4][C:3]2[CH:22]=[CH:23][CH:24]=[C:25]([CH3:26])[C:2]=2[CH3:1])=[N:21][N:43]=[N:42]1. The catalyst class is: 57. (3) Reactant: [CH3:1][S:2][C:3]1[CH:4]=[C:5]([SH:9])[CH:6]=[CH:7][CH:8]=1.F[C:11]1[CH:18]=[CH:17][C:14]([CH:15]=[O:16])=[CH:13][CH:12]=1.[S:19](S([O-])=O)([O-:22])(=[O:21])=[O:20].[Na+:26].[Na+]. Product: [OH:16][CH:15]([C:14]1[CH:17]=[CH:18][C:11]([S:9][C:5]2[CH:6]=[CH:7][CH:8]=[C:3]([S:2][CH3:1])[CH:4]=2)=[CH:12][CH:13]=1)[S:19]([O-:22])(=[O:21])=[O:20].[Na+:26]. The catalyst class is: 47. (4) Reactant: [CH3:1][O:2][C:3]1[C:23]([O:24][CH2:25][CH2:26][CH3:27])=[CH:22][C:6]2[C:7]3[N:12]([CH:13]([CH3:15])[CH2:14][C:5]=2[CH:4]=1)[CH:11]=[C:10]([C:16]([O:18]CC)=[O:17])[C:9](=[O:21])[CH:8]=3.[OH-].[Na+].Cl. Product: [CH3:1][O:2][C:3]1[C:23]([O:24][CH2:25][CH2:26][CH3:27])=[CH:22][C:6]2[C:7]3[N:12]([CH:13]([CH3:15])[CH2:14][C:5]=2[CH:4]=1)[CH:11]=[C:10]([C:16]([OH:18])=[O:17])[C:9](=[O:21])[CH:8]=3. The catalyst class is: 1. (5) Reactant: [C:1]([N:5]1[CH2:10][CH2:9][NH:8][CH2:7][CH2:6]1)([CH3:4])([CH3:3])[CH3:2].C([Li])CCC.[Br:16][C:17]1[CH:22]=[CH:21][C:20](F)=[CH:19][C:18]=1[O:24][CH3:25].O. Product: [Br:16][C:17]1[CH:22]=[CH:21][C:20]([N:8]2[CH2:9][CH2:10][N:5]([C:1]([CH3:4])([CH3:3])[CH3:2])[CH2:6][CH2:7]2)=[CH:19][C:18]=1[O:24][CH3:25]. The catalyst class is: 1. (6) Reactant: [CH:1]1([CH2:6][CH2:7][C:8]([N:10]([C@H:12]2[C:20]3[C:15](=[CH:16][CH:17]=[C:18]([C:21]([O:23]C)=[O:22])[CH:19]=3)[CH2:14][CH2:13]2)[CH3:11])=[O:9])[CH2:5][CH2:4][CH2:3][CH2:2]1.O[Li].O. Product: [CH:1]1([CH2:6][CH2:7][C:8]([N:10]([C@H:12]2[C:20]3[C:15](=[CH:16][CH:17]=[C:18]([C:21]([OH:23])=[O:22])[CH:19]=3)[CH2:14][CH2:13]2)[CH3:11])=[O:9])[CH2:2][CH2:3][CH2:4][CH2:5]1. The catalyst class is: 200. (7) Reactant: [CH2:1]([N:8]1[CH2:13][CH2:12][C:11](=O)/[C:10](=[CH:15]\N(C)C)/[CH2:9]1)[C:2]1[CH:7]=[CH:6][CH:5]=[CH:4][CH:3]=1.S(O)(O)(=O)=O.[CH3:24][O:25][C:26](=[NH:28])[NH2:27].C(N(CC)CC)C. Product: [CH2:1]([N:8]1[CH2:13][CH2:12][C:11]2[N:28]=[C:26]([O:25][CH3:24])[N:27]=[CH:15][C:10]=2[CH2:9]1)[C:2]1[CH:7]=[CH:6][CH:5]=[CH:4][CH:3]=1. The catalyst class is: 8.